Dataset: Reaction yield outcomes from USPTO patents with 853,638 reactions. Task: Predict the reaction yield, written as a fraction of the theoretical maximum amount of product (1.0 means a 100% yield; for example, 0.34 means a 34% yield). (1) The reactants are [ClH:1].C(N(CC)CCNC(C1C=CC2C(=CC=C(I)C=2)C=1)=O)C.[CH2:23]([N:25]([CH2:46][CH3:47])[CH2:26][CH2:27][NH:28][C:29]([C:31]1[C:32]2[C:37]([N:38]=[C:39]3[C:44]=1[CH:43]=[C:42]([I:45])[CH:41]=[CH:40]3)=[CH:36][CH:35]=[CH:34][CH:33]=2)=[O:30])[CH3:24].[K+].[Br-]. No catalyst specified. The product is [ClH:1].[ClH:1].[CH2:46]([N:25]([CH2:23][CH3:24])[CH2:26][CH2:27][NH:28][C:29]([C:31]1[C:32]2[C:37]([N:38]=[C:39]3[C:44]=1[CH:43]=[C:42]([I:45])[CH:41]=[CH:40]3)=[CH:36][CH:35]=[CH:34][CH:33]=2)=[O:30])[CH3:47]. The yield is 0.780. (2) The reactants are [NH2:1][C:2]1[CH:7]=[C:6]([Cl:8])[N:5]=[C:4]([C:9]([OH:11])=[O:10])[C:3]=1[Cl:12].[B-](F)(F)(F)[F:14].[B-](F)(F)(F)F.C1[N+]2(CCl)CC[N+](F)(CC2)C1. The catalyst is O. The product is [NH2:1][C:2]1[C:7]([F:14])=[C:6]([Cl:8])[N:5]=[C:4]([C:9]([OH:11])=[O:10])[C:3]=1[Cl:12]. The yield is 0.580. (3) The reactants are [Br:1][C:2]1[C:10]([OH:11])=[CH:9][C:5]([C:6]([OH:8])=[O:7])=[CH:4][C:3]=1[OH:12].C([O-])([O-])=O.[K+].[K+].[CH:19]1[CH:24]=[CH:23][C:22]([CH2:25]Br)=[CH:21][CH:20]=1. The catalyst is CN(C=O)C. The product is [CH2:25]([O:7][C:6](=[O:8])[C:5]1[CH:9]=[C:10]([O:11][CH2:25][C:22]2[CH:23]=[CH:24][CH:19]=[CH:20][CH:21]=2)[C:2]([Br:1])=[C:3]([O:12][CH2:6][C:5]2[CH:9]=[CH:10][CH:2]=[CH:3][CH:4]=2)[CH:4]=1)[C:22]1[CH:23]=[CH:24][CH:19]=[CH:20][CH:21]=1. The yield is 0.400. (4) The reactants are Br[C:2]1[CH:10]=[CH:9][CH:8]=[C:7]2[C:3]=1[CH2:4][CH2:5][C:6]2=[O:11].B([O-])([O-])O[CH:14]1[CH2:16][CH2:15]1.P([O-])([O-])([O-])=O.[K+].[K+].[K+].C1(P(C2CCCCC2)C2CCCCC2)CCCCC1. The catalyst is C([O-])(=O)C.[Pd+2].C([O-])(=O)C.O.C1(C)C=CC=CC=1. The product is [CH2:14]1[CH:16]([C:2]2[C:3]3[CH2:4][CH2:5][C:6](=[O:11])[C:7]=3[CH:8]=[CH:9][CH:10]=2)[CH2:15]1. The yield is 0.860. (5) The reactants are C[O-].[Na+].[C:4]([O:11][CH3:12])(=[O:10])[CH2:5][C:6]([O:8][CH3:9])=[O:7].F[C:14]1[CH:19]=[C:18]([F:20])[CH:17]=[CH:16][C:15]=1[N+:21]([O-:23])=[O:22].Cl. The yield is 0.750. The product is [F:20][C:18]1[CH:17]=[CH:16][C:15]([N+:21]([O-:23])=[O:22])=[C:14]([CH:5]([C:4]([O:11][CH3:12])=[O:10])[C:6]([O:8][CH3:9])=[O:7])[CH:19]=1. The catalyst is C(OCC)(=O)C.CS(C)=O. (6) The reactants are N1CCC(=CC2SC3C=CC=CC=3N=2)CC1.[C:17]1([C:23]2[S:24][CH:25]=[C:26]([CH:28]=[C:29]3[CH2:34][CH2:33][NH:32][CH2:31][CH2:30]3)[N:27]=2)[CH:22]=[CH:21][CH:20]=[CH:19][CH:18]=1.Cl[C:36]1[C:41]([N+:42]([O-:44])=[O:43])=[CH:40][CH:39]=[C:38]([CH3:45])[N:37]=1. The yield is 0.840. No catalyst specified. The product is [CH3:45][C:38]1[N:37]=[C:36]([N:32]2[CH2:33][CH2:34][C:29](=[CH:28][C:26]3[N:27]=[C:23]([C:17]4[CH:18]=[CH:19][CH:20]=[CH:21][CH:22]=4)[S:24][CH:25]=3)[CH2:30][CH2:31]2)[C:41]([N+:42]([O-:44])=[O:43])=[CH:40][CH:39]=1. (7) The reactants are Br[C:2]1[CH:9]=[CH:8][C:5]([C:6]#[N:7])=[CH:4][C:3]=1[Cl:10].[Cl-].[C:12]([O:16][C:17](=[O:20])[CH2:18][Zn+])([CH3:15])([CH3:14])[CH3:13].C1(P(C2CCCCC2)C2C=CC=CC=2C2C(N(C)C)=CC=CC=2)CCCCC1. The catalyst is C1COCC1.C1C=CC(/C=C/C(/C=C/C2C=CC=CC=2)=O)=CC=1.C1C=CC(/C=C/C(/C=C/C2C=CC=CC=2)=O)=CC=1.[Pd]. The product is [Cl:10][C:3]1[CH:4]=[C:5]([C:6]#[N:7])[CH:8]=[CH:9][C:2]=1[CH2:18][C:17]([O:16][C:12]([CH3:15])([CH3:14])[CH3:13])=[O:20]. The yield is 0.390.